Dataset: Catalyst prediction with 721,799 reactions and 888 catalyst types from USPTO. Task: Predict which catalyst facilitates the given reaction. (1) Reactant: [NH2:1][C:2]1[CH:3]=[C:4]([OH:11])[C:5](=[CH:9][CH:10]=1)[C:6]([NH2:8])=[O:7].C(Cl)Cl.Cl[C:16](=[O:29])[CH2:17][CH2:18][CH2:19][CH2:20][CH2:21][CH2:22][CH2:23][CH2:24][C:25]([O:27]C)=[O:26]. Product: [C:25]([CH2:24][CH2:23][CH2:22][CH2:21][CH2:20][CH2:19][CH2:18][CH2:17][C:16]([NH:1][C:2]1[CH:10]=[CH:9][C:5]([C:6]([NH2:8])=[O:7])=[C:4]([OH:11])[CH:3]=1)=[O:29])([OH:27])=[O:26]. The catalyst class is: 66. (2) Reactant: [CH:1]1[C:13]2[CH:12]([CH2:14][O:15][C:16]([NH:18][C@H:19]([C:23]([N:25]([CH3:38])[C@@H:26]([C@@H:34]([CH3:37])[CH2:35][CH3:36])[C@H:27]([O:32][CH3:33])[CH2:28][C:29](O)=[O:30])=[O:24])[CH:20]([CH3:22])[CH3:21])=[O:17])[C:11]3[C:6](=[CH:7][CH:8]=[CH:9][CH:10]=3)[C:5]=2[CH:4]=[CH:3][CH:2]=1.Cl.[CH3:40][O:41][C@@H:42]([C@@H:60]1[CH2:64][CH2:63][CH2:62][NH:61]1)[C@@H:43]([CH3:59])[C:44]([NH:46][C@H:47]([C:55]([O:57][CH3:58])=[O:56])[CH2:48][C:49]1[CH:54]=[CH:53][CH:52]=[CH:51][CH:50]=1)=[S:45].CN(C(ON1N=NC2C=CC=NC1=2)=[N+](C)C)C.F[P-](F)(F)(F)(F)F.C(N(C(C)C)CC)(C)C.[Na+].[I-]. Product: [CH:10]1[C:11]2[CH:12]([CH2:14][O:15][C:16]([NH:18][C@H:19]([C:23]([N:25]([CH3:38])[C@@H:26]([C@@H:34]([CH3:37])[CH2:35][CH3:36])[C@H:27]([O:32][CH3:33])[CH2:28][C:29]([N:61]3[CH2:62][CH2:63][CH2:64][C@H:60]3[C@H:42]([O:41][CH3:40])[C@@H:43]([CH3:59])[C:44]([NH:46][C@H:47]([C:55]([O:57][CH3:58])=[O:56])[CH2:48][C:49]3[CH:50]=[CH:51][CH:52]=[CH:53][CH:54]=3)=[S:45])=[O:30])=[O:24])[CH:20]([CH3:22])[CH3:21])=[O:17])[C:13]3[C:5](=[CH:4][CH:3]=[CH:2][CH:1]=3)[C:6]=2[CH:7]=[CH:8][CH:9]=1. The catalyst class is: 4. (3) Product: [CH:1]1([CH2:7][CH2:8][CH2:9][C@@H:10]([C:16]2[O:20][N:19]=[C:18]([C:21]3[CH:22]=[C:23]([CH:29]=[CH:30][N:31]=3)[C:24]([OH:26])=[O:25])[N:17]=2)[CH2:11][C:12]([NH:14][OH:15])=[O:13])[CH2:6][CH2:5][CH2:4][CH2:3][CH2:2]1. Reactant: [CH:1]1([CH2:7][CH2:8][CH2:9][C@@H:10]([C:16]2[O:20][N:19]=[C:18]([C:21]3[CH:22]=[C:23]([CH:29]=[CH:30][N:31]=3)[C:24]([O:26]CC)=[O:25])[N:17]=2)[CH2:11][C:12]([NH:14][OH:15])=[O:13])[CH2:6][CH2:5][CH2:4][CH2:3][CH2:2]1.[OH-].[Li+]. The catalyst class is: 24. (4) Reactant: [CH:1]1[C:14]2[CH:13]([C:15]([O:17][CH3:18])=[O:16])[C:12]3[C:7](=[CH:8][CH:9]=[CH:10][CH:11]=3)[O:6][C:5]=2[CH:4]=[CH:3][CH:2]=1.[Li+].[CH3:20]C([N-]C(C)C)C.IC.[Cl-].[NH4+]. Product: [CH3:20][C:13]1([C:15]([O:17][CH3:18])=[O:16])[C:14]2[CH:1]=[CH:2][CH:3]=[CH:4][C:5]=2[O:6][C:7]2[C:12]1=[CH:11][CH:10]=[CH:9][CH:8]=2. The catalyst class is: 1. (5) Reactant: CCN=C=NCCCN(C)C.[Cl:12][C:13]1[CH:18]=[CH:17][CH:16]=[CH:15][C:14]=1[CH:19]1[CH2:23][CH2:22][CH2:21][NH:20]1.[F:24][C:25]([F:51])([F:50])[C:26]1[CH:27]=[C:28]([CH:43]=[C:44]([C:46]([F:49])([F:48])[F:47])[CH:45]=1)[CH2:29][N:30]1[C:34]([N:35]2[CH:39]=[CH:38][CH:37]=[CH:36]2)=[C:33]([C:40](O)=[O:41])[N:32]=[N:31]1. Product: [F:49][C:46]([F:47])([F:48])[C:44]1[CH:43]=[C:28]([CH:27]=[C:26]([C:25]([F:24])([F:51])[F:50])[CH:45]=1)[CH2:29][N:30]1[C:34]([N:35]2[CH:39]=[CH:38][CH:37]=[CH:36]2)=[C:33]([C:40]([N:20]2[CH2:21][CH2:22][CH2:23][CH:19]2[C:14]2[CH:15]=[CH:16][CH:17]=[CH:18][C:13]=2[Cl:12])=[O:41])[N:32]=[N:31]1. The catalyst class is: 79. (6) Reactant: [CH3:1][O:2][C:3](=[O:56])[C:4]1[CH:9]=[C:8]([CH2:10][NH:11][C:12](=[O:54])[C:13]2[CH:18]=[CH:17][CH:16]=[C:15]([CH2:19][CH2:20][NH:21][C:22]([C@:24]34[CH2:50][CH2:49][C@@H:48]([C:51]([CH3:53])=[CH2:52])[CH:25]3[CH:26]3[C@@:39]([CH3:42])([CH2:40][CH2:41]4)[C@@:38]4([CH3:43])[CH:29]([C@:30]5([CH3:47])[CH:35]([CH2:36][CH2:37]4)[C:34]([CH3:45])([CH3:44])[C@@H:33]([OH:46])[CH2:32][CH2:31]5)[CH2:28][CH2:27]3)=[O:23])[CH:14]=2)[CH:7]=[CH:6][C:5]=1[OH:55].[Br:57][CH2:58][CH2:59][CH2:60]Br.C(=O)([O-])[O-].[K+].[K+]. Product: [CH3:1][O:2][C:3](=[O:56])[C:4]1[CH:9]=[C:8]([CH2:10][NH:11][C:12](=[O:54])[C:13]2[CH:18]=[CH:17][CH:16]=[C:15]([CH2:19][CH2:20][NH:21][C:22]([C@:24]34[CH2:50][CH2:49][C@@H:48]([C:51]([CH3:53])=[CH2:52])[CH:25]3[CH:26]3[C@@:39]([CH3:42])([CH2:40][CH2:41]4)[C@@:38]4([CH3:43])[CH:29]([C@:30]5([CH3:47])[CH:35]([CH2:36][CH2:37]4)[C:34]([CH3:45])([CH3:44])[C@@H:33]([OH:46])[CH2:32][CH2:31]5)[CH2:28][CH2:27]3)=[O:23])[CH:14]=2)[CH:7]=[CH:6][C:5]=1[O:55][CH2:60][CH2:59][CH2:58][Br:57]. The catalyst class is: 3.